This data is from CYP1A2 inhibition data for predicting drug metabolism from PubChem BioAssay. The task is: Regression/Classification. Given a drug SMILES string, predict its absorption, distribution, metabolism, or excretion properties. Task type varies by dataset: regression for continuous measurements (e.g., permeability, clearance, half-life) or binary classification for categorical outcomes (e.g., BBB penetration, CYP inhibition). Dataset: cyp1a2_veith. (1) The drug is COc1ccc(Cc2c(N)nc(N)nc2N)cc1. The result is 0 (non-inhibitor). (2) The compound is CC(C)N(CCCNC(=O)C1CCN(S(=O)(=O)N2CCOCC2)CC1)Cc1ccccc1. The result is 0 (non-inhibitor). (3) The compound is C#CCCCO/N=C1/C[C@@H](O)[C@@H](O)[C@H]2[C@H]1CC[C@H]1C(=O)N(c3ccc(F)cc3F)C(=O)[C@H]21. The result is 0 (non-inhibitor). (4) The molecule is Cc1ccc(/C=C2\OC(=O)c3ccccc32)cc1. The result is 1 (inhibitor).